Dataset: Catalyst prediction with 721,799 reactions and 888 catalyst types from USPTO. Task: Predict which catalyst facilitates the given reaction. (1) Reactant: [NH2:1][CH2:2][CH2:3][CH2:4][C@@H:5]([CH2:9][C:10]1[N:11]=[CH:12][N:13]2[C:22]3[C:17](=[CH:18][CH:19]=[CH:20][CH:21]=3)[CH2:16][CH2:15][C:14]=12)[C:6]([OH:8])=[O:7].[C:23]([O:31][CH:32]([O:36][C:37](OC1C=CC([N+]([O-])=O)=CC=1)=[O:38])[CH:33]([CH3:35])[CH3:34])(=[O:30])[C:24]1[CH:29]=[CH:28][CH:27]=[CH:26][CH:25]=1.O. Product: [CH:12]1[N:13]2[C:22]3[C:17]([CH2:16][CH2:15][C:14]2=[C:10]([CH2:9][C@H:5]([CH2:4][CH2:3][CH2:2][NH:1][C:37]([O:36][CH:32]([O:31][C:23]([C:24]2[CH:29]=[CH:28][CH:27]=[CH:26][CH:25]=2)=[O:30])[CH:33]([CH3:35])[CH3:34])=[O:38])[C:6]([OH:8])=[O:7])[N:11]=1)=[CH:18][CH:19]=[CH:20][CH:21]=3. The catalyst class is: 9. (2) Reactant: [C:1]1([C:7]2[C:11]3[CH2:12][NH:13][CH2:14][CH2:15][C:10]=3[NH:9][N:8]=2)[CH:6]=[CH:5][CH:4]=[CH:3][CH:2]=1.[C:16]1([CH2:22][NH2:23])[CH:21]=[CH:20][CH:19]=[CH:18][CH:17]=1.C1N=CN([C:29](N2C=NC=C2)=[O:30])C=1.O. Product: [CH2:22]([NH:23][C:29]([N:13]1[CH2:14][CH2:15][C:10]2[NH:9][N:8]=[C:7]([C:1]3[CH:2]=[CH:3][CH:4]=[CH:5][CH:6]=3)[C:11]=2[CH2:12]1)=[O:30])[C:16]1[CH:21]=[CH:20][CH:19]=[CH:18][CH:17]=1. The catalyst class is: 2. (3) Reactant: Br[C:2]1[CH:7]=[CH:6][C:5]([CH2:8][C:9]([OH:11])=[O:10])=[C:4]([F:12])[CH:3]=1.[CH3:13][C:14]1([CH3:30])[C:18]([CH3:20])([CH3:19])[O:17][B:16]([B:16]2[O:17][C:18]([CH3:20])([CH3:19])[C:14]([CH3:30])([CH3:13])[O:15]2)[O:15]1.C([O-])(=O)C.[K+].Cl. Product: [F:12][C:4]1[CH:3]=[C:2]([B:16]2[O:17][C:18]([CH3:20])([CH3:19])[C:14]([CH3:30])([CH3:13])[O:15]2)[CH:7]=[CH:6][C:5]=1[CH2:8][C:9]([OH:11])=[O:10]. The catalyst class is: 136. (4) Reactant: [CH3:1][O:2][C:3](=[O:13])[C:4]1[CH:9]=[CH:8][C:7]([O:10][CH3:11])=[CH:6][C:5]=1[OH:12].C([O-])([O-])=O.[K+].[K+].I[CH2:21][CH2:22][CH2:23][CH3:24]. Product: [CH3:1][O:2][C:3](=[O:13])[C:4]1[CH:9]=[CH:8][C:7]([O:10][CH3:11])=[CH:6][C:5]=1[O:12][CH2:21][CH2:22][CH2:23][CH3:24]. The catalyst class is: 3. (5) Reactant: [N:1]1([C:7]2[CH:12]=[CH:11][C:10]([N:13]3[CH:22]=[CH:21][C:20]4[C:15](=[CH:16][CH:17]=[CH:18][CH:19]=4)[C:14]3=[O:23])=[CH:9][CH:8]=2)[CH2:6][CH2:5][NH:4][CH2:3][CH2:2]1.CC1C=CC(S(O[CH2:35][CH2:36][CH2:37][CH2:38][C:39]2[C:47]3[C:42](=[CH:43][CH:44]=[C:45]([C:48]#[N:49])[CH:46]=3)[NH:41][CH:40]=2)(=O)=O)=CC=1.C(=O)([O-])[O-].[K+].[K+].[I-].[K+]. Product: [O:23]=[C:14]1[C:15]2[C:20](=[CH:19][CH:18]=[CH:17][CH:16]=2)[CH:21]=[CH:22][N:13]1[C:10]1[CH:9]=[CH:8][C:7]([N:1]2[CH2:6][CH2:5][N:4]([CH2:35][CH2:36][CH2:37][CH2:38][C:39]3[C:47]4[C:42](=[CH:43][CH:44]=[C:45]([C:48]#[N:49])[CH:46]=4)[NH:41][CH:40]=3)[CH2:3][CH2:2]2)=[CH:12][CH:11]=1. The catalyst class is: 10.